This data is from Reaction yield outcomes from USPTO patents with 853,638 reactions. The task is: Predict the reaction yield, written as a fraction of the theoretical maximum amount of product (1.0 means a 100% yield; for example, 0.34 means a 34% yield). (1) The reactants are [NH2:1][C:2]1[CH:7]=[CH:6][CH:5]=[CH:4][C:3]=1[C:8]1[NH:9][C:10]2[C:15]([CH:16]=1)=[CH:14][CH:13]=[CH:12][CH:11]=2.[CH3:17][O:18][C:19]1[CH:24]=[CH:23][CH:22]=[CH:21][C:20]=1[CH2:25][C:26](O)=[O:27]. No catalyst specified. The product is [NH:9]1[C:10]2[C:15](=[CH:14][CH:13]=[CH:12][CH:11]=2)[CH:16]=[C:8]1[C:3]1[CH:4]=[CH:5][CH:6]=[CH:7][C:2]=1[NH:1][C:26](=[O:27])[CH2:25][C:20]1[CH:21]=[CH:22][CH:23]=[CH:24][C:19]=1[O:18][CH3:17]. The yield is 0.530. (2) The reactants are [CH3:1][C:2]([C:13]1[CH:18]=[CH:17][C:16]([N+:19]([O-])=O)=[CH:15][CH:14]=1)([CH3:12])[CH2:3][NH:4][C:5](=[O:11])[O:6][C:7]([CH3:10])([CH3:9])[CH3:8].C([O-])=O.[NH4+]. The catalyst is CCO.[Pd]. The product is [CH3:12][C:2]([C:13]1[CH:18]=[CH:17][C:16]([NH2:19])=[CH:15][CH:14]=1)([CH3:1])[CH2:3][NH:4][C:5](=[O:11])[O:6][C:7]([CH3:8])([CH3:9])[CH3:10]. The yield is 0.830. (3) The reactants are N([O-])=O.[Na+].N[C:6]1[C:15]([Cl:16])=[CH:14][C:13]([N:17]([C:22]2[C:41]([CH:42]3[CH2:44][CH2:43]3)=[CH:40][C:25]3[C:26]([C:36](=[O:39])[NH:37][CH3:38])=[C:27]([C:29]4[CH:34]=[CH:33][C:32]([F:35])=[CH:31][CH:30]=4)[O:28][C:24]=3[CH:23]=2)[S:18]([CH3:21])(=[O:20])=[O:19])=[CH:12][C:7]=1[C:8]([O:10][CH3:11])=[O:9].[BrH:45]. The catalyst is C(#N)C.CCOC(C)=O.O.[Cu]Br. The product is [Br:45][C:6]1[C:15]([Cl:16])=[CH:14][C:13]([N:17]([C:22]2[C:41]([CH:42]3[CH2:44][CH2:43]3)=[CH:40][C:25]3[C:26]([C:36](=[O:39])[NH:37][CH3:38])=[C:27]([C:29]4[CH:34]=[CH:33][C:32]([F:35])=[CH:31][CH:30]=4)[O:28][C:24]=3[CH:23]=2)[S:18]([CH3:21])(=[O:20])=[O:19])=[CH:12][C:7]=1[C:8]([O:10][CH3:11])=[O:9]. The yield is 0.860. (4) The yield is 0.140. The catalyst is C(O)(=O)C. The reactants are [C:1]([NH2:9])(=[S:8])[C:2]1[CH:7]=[CH:6][CH:5]=[N:4][CH:3]=1.Cl[CH2:11][CH:12]=O.C(OC(=O)C)(=O)C.[Cl-].[Na+]. The product is [N:4]1[CH:5]=[CH:6][CH:7]=[C:2]([C:1]2[S:8][CH:11]=[CH:12][N:9]=2)[CH:3]=1. (5) The reactants are Cl.[CH:2]([NH2:5])([CH3:4])[CH3:3].[Cl:6][C:7]1[CH:8]=[C:9]([CH:13]=[CH:14][C:15]=1[F:16])[C:10](O)=[O:11]. No catalyst specified. The product is [Cl:6][C:7]1[CH:8]=[C:9]([CH:13]=[CH:14][C:15]=1[F:16])[C:10]([NH:5][CH:2]([CH3:4])[CH3:3])=[O:11]. The yield is 0.810. (6) The yield is 0.880. The reactants are OO.S(=O)(=O)(O)O.[NH2:8][C:9]1[C:13]([NH2:14])=[N:12][O:11][N:10]=1.[N:15]([C:17]1[C:18]([NH2:22])=[N:19][O:20][N:21]=1)=[O:16]. No catalyst specified. The product is [NH2:22][C:18]1[C:17]([N+:15](=[N:14][C:13]2[C:9]([NH2:8])=[N:10][O:11][N:12]=2)[O-:16])=[N:21][O:20][N:19]=1.